Task: Predict the product of the given reaction.. Dataset: Forward reaction prediction with 1.9M reactions from USPTO patents (1976-2016) (1) Given the reactants [F:1][C:2]([F:29])([F:28])[C:3]([C:6]1[CH:11]=[CH:10][C:9]([N:12]2[CH2:17][CH2:16][N:15]([S:18]([C:21]3[S:22][CH:23]=[CH:24][CH:25]=3)(=[O:20])=[O:19])[CH2:14][C@@H:13]2[CH2:26][OH:27])=[CH:8][CH:7]=1)([OH:5])[CH3:4].C(Cl)Cl.C(N(CC)CC)C.[CH3:40][S:41](Cl)(=[O:43])=[O:42], predict the reaction product. The product is: [CH3:40][S:41]([O:27][CH2:26][C@H:13]1[CH2:14][N:15]([S:18]([C:21]2[S:22][CH:23]=[CH:24][CH:25]=2)(=[O:19])=[O:20])[CH2:16][CH2:17][N:12]1[C:9]1[CH:10]=[CH:11][C:6]([C:3]([OH:5])([CH3:4])[C:2]([F:1])([F:28])[F:29])=[CH:7][CH:8]=1)(=[O:43])=[O:42]. (2) Given the reactants [Br:1][C:2]1[N:7]=[C:6]([S:8][C:9]2[N:13]=[CH:12][NH:11][N:10]=2)[CH:5]=[CH:4][CH:3]=1.[CH3:14][N:15]([CH3:19])[C:16](Cl)=[O:17].C(=O)([O-])[O-].[K+].[K+], predict the reaction product. The product is: [Br:1][C:2]1[N:7]=[C:6]([S:8][C:9]2[N:13]=[CH:12][N:11]([C:16](=[O:17])[N:15]([CH3:19])[CH3:14])[N:10]=2)[CH:5]=[CH:4][CH:3]=1. (3) Given the reactants [Si]([O:8][CH2:9][CH2:10][O:11][C:12]1[C:13]([F:42])=[C:14]([CH:20]([NH:33][C:34]2[CH:41]=[CH:40][C:37]([C:38]#[N:39])=[CH:36][CH:35]=2)[C:21]2[NH:25][C:24](=[O:26])[N:23]([C:27]3[N:32]=[CH:31][CH:30]=[CH:29][N:28]=3)[N:22]=2)[CH:15]=[C:16]([O:18][CH3:19])[CH:17]=1)(C(C)(C)C)(C)C, predict the reaction product. The product is: [F:42][C:13]1[C:12]([O:11][CH2:10][CH2:9][OH:8])=[CH:17][C:16]([O:18][CH3:19])=[CH:15][C:14]=1[CH:20]([NH:33][C:34]1[CH:35]=[CH:36][C:37]([C:38]#[N:39])=[CH:40][CH:41]=1)[C:21]1[NH:25][C:24](=[O:26])[N:23]([C:27]2[N:28]=[CH:29][CH:30]=[CH:31][N:32]=2)[N:22]=1. (4) Given the reactants [CH:1]1([CH2:4][NH:5][C:6]([CH2:8][N:9]2[C:18](=[O:19])[C:17]3[C:12](=[CH:13][CH:14]=[C:15](OS(C(F)(F)F)(=O)=O)[CH:16]=3)[N:11]=[C:10]2[C:28]2[CH:33]=[CH:32][CH:31]=[CH:30][CH:29]=2)=[O:7])[CH2:3][CH2:2]1.O[C:35]1[CH:36]=[C:37](B(O)O)[CH:38]=[CH:39][CH:40]=1.[C:44]([O-])([O-])=[O:45].[K+].[K+], predict the reaction product. The product is: [CH:1]1([CH2:4][NH:5][C:6](=[O:7])[CH2:8][N:9]2[C:18](=[O:19])[C:17]3[C:12](=[CH:13][CH:14]=[C:15]([C:37]4[CH:38]=[CH:39][CH:40]=[C:35]([CH2:44][OH:45])[CH:36]=4)[CH:16]=3)[N:11]=[C:10]2[C:28]2[CH:29]=[CH:30][CH:31]=[CH:32][CH:33]=2)[CH2:2][CH2:3]1. (5) The product is: [CH:38]1([CH2:37][NH:36][C:33]([C@@H:12]2[CH2:11][C@@H:10]([NH:9][C:7]([C:5]3[S:6][C:2]([Cl:1])=[CH:3][CH:4]=3)=[O:8])[CH2:14][N:13]2[CH2:15][C:16](=[O:32])[NH:17][C:18]2[CH:23]=[CH:22][C:21]([N:24]3[CH:29]=[CH:28][CH:27]=[CH:26][C:25]3=[O:30])=[CH:20][C:19]=2[F:31])=[O:35])[CH2:40][CH2:39]1.[CH:38]1([CH2:37][NH:36][C:33]([C@H:12]2[CH2:11][C@@H:10]([NH:9][C:7]([C:5]3[S:6][C:2]([Cl:1])=[CH:3][CH:4]=3)=[O:8])[CH2:14][N:13]2[CH2:15][C:16](=[O:32])[NH:17][C:18]2[CH:23]=[CH:22][C:21]([N:24]3[CH:29]=[CH:28][CH:27]=[CH:26][C:25]3=[O:30])=[CH:20][C:19]=2[F:31])=[O:34])[CH2:40][CH2:39]1. Given the reactants [Cl:1][C:2]1[S:6][C:5]([C:7]([NH:9][C@H:10]2[CH2:14][N:13]([CH2:15][C:16](=[O:32])[NH:17][C:18]3[CH:23]=[CH:22][C:21]([N:24]4[CH:29]=[CH:28][CH:27]=[CH:26][C:25]4=[O:30])=[CH:20][C:19]=3[F:31])[C@H:12]([C:33]([OH:35])=[O:34])[CH2:11]2)=[O:8])=[CH:4][CH:3]=1.[NH2:36][CH2:37][CH:38]1[CH2:40][CH2:39]1, predict the reaction product. (6) Given the reactants C1(C)C=CC=CC=1.[CH3:8][C:9]1[N:13]([C:14]2[CH:19]=[CH:18][C:17]([C:20]([F:23])([F:22])[F:21])=[CH:16][N:15]=2)[N:12]=[CH:11][C:10]=1[C:24](Cl)=[O:25].[N:27]1C=CC=CC=1.[NH2:33][C:34]1[CH:35]=C[C:37]([Cl:40])=[N:38][CH:39]=1, predict the reaction product. The product is: [Cl:40][C:37]1[N:27]=[CH:35][C:34]([NH:33][C:24]([C:10]2[CH:11]=[N:12][N:13]([C:14]3[CH:19]=[CH:18][C:17]([C:20]([F:23])([F:22])[F:21])=[CH:16][N:15]=3)[C:9]=2[CH3:8])=[O:25])=[CH:39][N:38]=1. (7) Given the reactants [CH3:1][O:2][CH2:3][C:4]([N:7]1[CH:11]=[C:10]([NH:12][C:13](=[O:19])[CH:14]([NH2:18])[CH2:15][CH2:16][CH3:17])[N:9]=[CH:8]1)([CH3:6])[CH3:5].[F:20][C:21]1[CH:22]=[C:23]([CH2:28][C:29](O)=[O:30])[CH:24]=[C:25]([F:27])[CH:26]=1, predict the reaction product. The product is: [CH3:1][O:2][CH2:3][C:4]([N:7]1[CH:11]=[C:10]([NH:12][C:13](=[O:19])[CH:14]([NH:18][C:29](=[O:30])[CH2:28][C:23]2[CH:22]=[C:21]([F:20])[CH:26]=[C:25]([F:27])[CH:24]=2)[CH2:15][CH2:16][CH3:17])[N:9]=[CH:8]1)([CH3:5])[CH3:6]. (8) Given the reactants Br[C:2]1[CH:3]=[C:4]2[C:9](=[CH:10][CH:11]=1)[N:8]=[C:7]([NH:12][C@@H:13]([C:15]1[CH:20]=[CH:19][CH:18]=[C:17]([N:21]3[CH2:26][CH2:25][N:24]([CH3:27])[CH2:23][CH2:22]3)[CH:16]=1)[CH3:14])[CH:6]=[N:5]2.[C:28]([N:35]1[CH:39]=[C:38](B2OC(C)(C)C(C)(C)O2)[CH:37]=[N:36]1)([O:30][C:31]([CH3:34])([CH3:33])[CH3:32])=[O:29].C(=O)([O-])[O-].[Cs+].[Cs+].[I-].[K+], predict the reaction product. The product is: [C:31]([O:30][C:28]([N:35]1[CH:39]=[C:38]([C:2]2[CH:3]=[C:4]3[C:9](=[CH:10][CH:11]=2)[N:8]=[C:7]([NH:12][C@@H:13]([C:15]2[CH:20]=[CH:19][CH:18]=[C:17]([N:21]4[CH2:22][CH2:23][N:24]([CH3:27])[CH2:25][CH2:26]4)[CH:16]=2)[CH3:14])[CH:6]=[N:5]3)[CH:37]=[N:36]1)=[O:29])([CH3:34])([CH3:32])[CH3:33].